Task: Predict the reaction yield, written as a fraction of the theoretical maximum amount of product (1.0 means a 100% yield; for example, 0.34 means a 34% yield).. Dataset: Reaction yield outcomes from USPTO patents with 853,638 reactions The reactants are [CH2:1]([O:3][C:4]([C:6]1[CH:7]=[C:8]2[C:14]([I:15])=[CH:13][NH:12][C:9]2=[N:10][CH:11]=1)=[O:5])[CH3:2].[C:16]1([S:22](Cl)(=[O:24])=[O:23])[CH:21]=[CH:20][CH:19]=[CH:18][CH:17]=1.[OH-].[Na+]. The catalyst is C(Cl)Cl.S([O-])(O)(=O)=O.C([N+](CCCC)(CCCC)CCCC)CCC. The product is [CH2:1]([O:3][C:4]([C:6]1[CH:7]=[C:8]2[C:14]([I:15])=[CH:13][N:12]([S:22]([C:16]3[CH:21]=[CH:20][CH:19]=[CH:18][CH:17]=3)(=[O:24])=[O:23])[C:9]2=[N:10][CH:11]=1)=[O:5])[CH3:2]. The yield is 0.640.